The task is: Binary Classification. Given a drug SMILES string, predict its activity (active/inactive) in a high-throughput screening assay against a specified biological target.. This data is from Choline transporter screen with 302,306 compounds. (1) The molecule is O=c1n2CC3CC(CN(C3)c3c(N)cc(cc3)C(=O)Nc3ccc(OCC)cc3)c2ccc1. The result is 0 (inactive). (2) The compound is O=C(Nc1c(NC(=O)C)cccc1)C\C(=N\NC(=O)c1ccncc1)C. The result is 0 (inactive). (3) The compound is n12c3c(nc1cccc2)cc(cc3)C#N. The result is 0 (inactive). (4) The compound is S(=O)(=O)(N(c1ccc(cc1)C(=O)Nc1cc([N+]([O-])=O)ccc1)C)C. The result is 0 (inactive). (5) The compound is Clc1ccc(S(=O)(=O)N2C(CCC2)C(=O)N\N=C\c2ccc(OC(C)C)cc2)cc1. The result is 0 (inactive). (6) The drug is S(c1n(c(nn1)C1CCCN(C1)CC(=O)Nc1c(N2CCOCC2)cccc1)CC)C. The result is 0 (inactive).